Task: Regression. Given two drug SMILES strings and cell line genomic features, predict the synergy score measuring deviation from expected non-interaction effect.. Dataset: NCI-60 drug combinations with 297,098 pairs across 59 cell lines (1) Drug 1: C1=CC(=CC=C1CC(C(=O)O)N)N(CCCl)CCCl.Cl. Drug 2: CCC1(CC2CC(C3=C(CCN(C2)C1)C4=CC=CC=C4N3)(C5=C(C=C6C(=C5)C78CCN9C7C(C=CC9)(C(C(C8N6C)(C(=O)OC)O)OC(=O)C)CC)OC)C(=O)OC)O.OS(=O)(=O)O. Cell line: OVCAR3. Synergy scores: CSS=50.9, Synergy_ZIP=-7.78, Synergy_Bliss=-8.03, Synergy_Loewe=-29.0, Synergy_HSA=-7.61. (2) Cell line: BT-549. Drug 1: CS(=O)(=O)C1=CC(=C(C=C1)C(=O)NC2=CC(=C(C=C2)Cl)C3=CC=CC=N3)Cl. Drug 2: COC1=C(C=C2C(=C1)N=CN=C2NC3=CC(=C(C=C3)F)Cl)OCCCN4CCOCC4. Synergy scores: CSS=25.5, Synergy_ZIP=0.617, Synergy_Bliss=5.08, Synergy_Loewe=-14.3, Synergy_HSA=5.09. (3) Drug 1: CNC(=O)C1=CC=CC=C1SC2=CC3=C(C=C2)C(=NN3)C=CC4=CC=CC=N4. Drug 2: CC1=C(C=C(C=C1)NC2=NC=CC(=N2)N(C)C3=CC4=NN(C(=C4C=C3)C)C)S(=O)(=O)N.Cl. Cell line: LOX IMVI. Synergy scores: CSS=3.28, Synergy_ZIP=-1.55, Synergy_Bliss=-3.01, Synergy_Loewe=0.109, Synergy_HSA=-0.706. (4) Drug 2: CS(=O)(=O)OCCCCOS(=O)(=O)C. Cell line: K-562. Drug 1: CCCCCOC(=O)NC1=NC(=O)N(C=C1F)C2C(C(C(O2)C)O)O. Synergy scores: CSS=-13.9, Synergy_ZIP=4.70, Synergy_Bliss=-3.71, Synergy_Loewe=-16.2, Synergy_HSA=-16.5. (5) Drug 1: CC(C)(C#N)C1=CC(=CC(=C1)CN2C=NC=N2)C(C)(C)C#N. Drug 2: C(CC(=O)O)C(=O)CN.Cl. Cell line: A498. Synergy scores: CSS=0.192, Synergy_ZIP=1.50, Synergy_Bliss=3.56, Synergy_Loewe=0.441, Synergy_HSA=0.459. (6) Drug 1: CN1CCC(CC1)COC2=C(C=C3C(=C2)N=CN=C3NC4=C(C=C(C=C4)Br)F)OC. Drug 2: CC1=C(C(CCC1)(C)C)C=CC(=CC=CC(=CC(=O)O)C)C. Cell line: BT-549. Synergy scores: CSS=-5.82, Synergy_ZIP=3.18, Synergy_Bliss=1.98, Synergy_Loewe=-4.81, Synergy_HSA=-3.24. (7) Drug 1: C1=CC(=CC=C1CCC2=CNC3=C2C(=O)NC(=N3)N)C(=O)NC(CCC(=O)O)C(=O)O. Drug 2: CCCCCOC(=O)NC1=NC(=O)N(C=C1F)C2C(C(C(O2)C)O)O. Cell line: LOX IMVI. Synergy scores: CSS=38.6, Synergy_ZIP=-0.300, Synergy_Bliss=-3.18, Synergy_Loewe=-10.6, Synergy_HSA=-2.77.